This data is from NCI-60 drug combinations with 297,098 pairs across 59 cell lines. The task is: Regression. Given two drug SMILES strings and cell line genomic features, predict the synergy score measuring deviation from expected non-interaction effect. (1) Cell line: MDA-MB-231. Drug 2: CS(=O)(=O)OCCCCOS(=O)(=O)C. Drug 1: C1=CN(C=N1)CC(O)(P(=O)(O)O)P(=O)(O)O. Synergy scores: CSS=5.53, Synergy_ZIP=-4.21, Synergy_Bliss=-5.67, Synergy_Loewe=-25.3, Synergy_HSA=-3.41. (2) Drug 1: CC1=C(C=C(C=C1)NC2=NC=CC(=N2)N(C)C3=CC4=NN(C(=C4C=C3)C)C)S(=O)(=O)N.Cl. Drug 2: C(CN)CNCCSP(=O)(O)O. Cell line: NCI-H226. Synergy scores: CSS=10.6, Synergy_ZIP=-2.38, Synergy_Bliss=-2.99, Synergy_Loewe=-27.5, Synergy_HSA=-4.07. (3) Drug 1: C1=CC=C(C(=C1)C(C2=CC=C(C=C2)Cl)C(Cl)Cl)Cl. Drug 2: C(CC(=O)O)C(=O)CN.Cl. Synergy scores: CSS=5.41, Synergy_ZIP=-2.72, Synergy_Bliss=1.36, Synergy_Loewe=-6.20, Synergy_HSA=-0.337. Cell line: 786-0. (4) Drug 2: CC1=C(C(=O)C2=C(C1=O)N3CC4C(C3(C2COC(=O)N)OC)N4)N. Drug 1: CN1C2=C(C=C(C=C2)N(CCCl)CCCl)N=C1CCCC(=O)O.Cl. Cell line: COLO 205. Synergy scores: CSS=26.0, Synergy_ZIP=-3.07, Synergy_Bliss=-6.92, Synergy_Loewe=-3.49, Synergy_HSA=-3.32. (5) Drug 2: C(CCl)NC(=O)N(CCCl)N=O. Synergy scores: CSS=12.4, Synergy_ZIP=-7.42, Synergy_Bliss=-2.02, Synergy_Loewe=-0.618, Synergy_HSA=0.240. Drug 1: CCC(=C(C1=CC=CC=C1)C2=CC=C(C=C2)OCCN(C)C)C3=CC=CC=C3.C(C(=O)O)C(CC(=O)O)(C(=O)O)O. Cell line: 786-0.